From a dataset of Reaction yield outcomes from USPTO patents with 853,638 reactions. Predict the reaction yield, written as a fraction of the theoretical maximum amount of product (1.0 means a 100% yield; for example, 0.34 means a 34% yield). (1) The reactants are [Br:1][C:2]1[CH:3]=[CH:4][C:5]([O:36][CH3:37])=[C:6]([S:8]([NH:11][C@H:12]2[CH2:16][N:15]([C:17]([O:19][C:20]([CH3:23])([CH3:22])[CH3:21])=[O:18])[C@@H:14]([CH2:24][N:25]3[C:33](=[O:34])[C:32]4[C:27](=[CH:28][CH:29]=[CH:30][CH:31]=4)[C:26]3=[O:35])[CH2:13]2)(=[O:10])=[O:9])[CH:7]=1.C(=O)([O-])[O-].[Cs+].[Cs+].[CH2:44](Br)[C:45]1[CH:50]=[CH:49][CH:48]=[CH:47][CH:46]=1. The catalyst is CN(C=O)C. The product is [Br:1][C:2]1[CH:3]=[CH:4][C:5]([O:36][CH3:37])=[C:6]([S:8]([N:11]([CH2:44][C:45]2[CH:50]=[CH:49][CH:48]=[CH:47][CH:46]=2)[C@H:12]2[CH2:16][N:15]([C:17]([O:19][C:20]([CH3:21])([CH3:22])[CH3:23])=[O:18])[C@@H:14]([CH2:24][N:25]3[C:33](=[O:34])[C:32]4[C:27](=[CH:28][CH:29]=[CH:30][CH:31]=4)[C:26]3=[O:35])[CH2:13]2)(=[O:9])=[O:10])[CH:7]=1. The yield is 0.880. (2) The reactants are Br[C:2]1[CH:3]=[CH:4][C:5]([F:21])=[C:6]([C:8]2[CH:13]=[CH:12][C:11]([S:14]([CH2:17][CH3:18])(=[O:16])=[O:15])=[CH:10][C:9]=2[O:19][CH3:20])[CH:7]=1.[B:22]1([B:22]2[O:26][C:25]([CH3:28])([CH3:27])[C:24]([CH3:30])([CH3:29])[O:23]2)[O:26][C:25]([CH3:28])([CH3:27])[C:24]([CH3:30])([CH3:29])[O:23]1.C([O-])(=O)C.[K+]. The catalyst is O1CCOCC1.C1(P([C-]2C=CC=C2)C2C=CC=CC=2)C=CC=CC=1.[C-]1(P(C2C=CC=CC=2)C2C=CC=CC=2)C=CC=C1.[Fe+2].Cl[Pd]Cl. The product is [CH2:17]([S:14]([C:11]1[CH:12]=[CH:13][C:8]([C:6]2[C:5]([F:21])=[CH:4][CH:3]=[C:2]([B:22]3[O:26][C:25]([CH3:28])([CH3:27])[C:24]([CH3:30])([CH3:29])[O:23]3)[CH:7]=2)=[C:9]([O:19][CH3:20])[CH:10]=1)(=[O:16])=[O:15])[CH3:18]. The yield is 0.930. (3) The reactants are C([O:8][C:9]1[CH:10]=[CH:11][C:12]([S:19]([C:22]2[C:30]3[N:29]=[CH:28][N:27]([CH2:31][C:32]4[CH:37]=[CH:36][CH:35]=[CH:34][C:33]=4[Cl:38])[C:26]=3[CH:25]=[CH:24][CH:23]=2)(=[O:21])=[O:20])=[C:13]2[C:18]=1[N:17]=[CH:16][CH:15]=[CH:14]2)C1C=CC=CC=1.[BrH:39]. The catalyst is C(O)=O. The product is [BrH:39].[BrH:39].[Cl:38][C:33]1[CH:34]=[CH:35][CH:36]=[CH:37][C:32]=1[CH2:31][N:27]1[C:26]2[CH:25]=[CH:24][CH:23]=[C:22]([S:19]([C:12]3[CH:11]=[CH:10][C:9]([OH:8])=[C:18]4[C:13]=3[CH:14]=[CH:15][CH:16]=[N:17]4)(=[O:20])=[O:21])[C:30]=2[N:29]=[CH:28]1. The yield is 0.940. (4) The reactants are OC1C=CC=C2C=1N=CC=C2.C(=O)([O-])[O-].[K+].[K+].Br[C:19]1[CH:24]=[CH:23][C:22]([C:25]2[CH:30]=[CH:29][C:28]([N:31]3[CH2:35][CH2:34][C@@H:33]4[CH2:36][N:37]([C:39]([O:41][CH2:42][CH3:43])=[O:40])[CH2:38][C@H:32]34)=[CH:27][CH:26]=2)=[CH:21][CH:20]=1.[N:44]1[NH:45][C:46](=[O:50])[CH:47]=[CH:48][CH:49]=1. The catalyst is CN(C)C=O.[Cu]I. The product is [O:50]=[C:46]1[N:45]([C:19]2[CH:24]=[CH:23][C:22]([C:25]3[CH:30]=[CH:29][C:28]([N:31]4[CH2:35][CH2:34][C@@H:33]5[CH2:36][N:37]([C:39]([O:41][CH2:42][CH3:43])=[O:40])[CH2:38][C@H:32]45)=[CH:27][CH:26]=3)=[CH:21][CH:20]=2)[N:44]=[CH:49][CH:48]=[CH:47]1. The yield is 0.819. (5) The reactants are [CH:1]([C:4]1[CH:10]=[CH:9][C:7]([NH2:8])=[CH:6][CH:5]=1)([CH3:3])[CH3:2].Cl[C:12]([O:14][C:15]1[CH:20]=[CH:19][C:18]([N+:21]([O-:23])=[O:22])=[CH:17][CH:16]=1)=[O:13]. The catalyst is C(Cl)Cl.N1C=CC=CC=1. The product is [N+:21]([C:18]1[CH:17]=[CH:16][C:15]([O:14][C:12](=[O:13])[NH:8][C:7]2[CH:9]=[CH:10][C:4]([CH:1]([CH3:3])[CH3:2])=[CH:5][CH:6]=2)=[CH:20][CH:19]=1)([O-:23])=[O:22]. The yield is 0.950. (6) The reactants are [Br:1][C:2]1[CH:6]=[CH:5][S:4][C:3]=1[C:7]([OH:9])=O.C1(C)C=CC=CC=1.S(Cl)(Cl)=O.O1CCCC1.[NH3:26].O. No catalyst specified. The product is [Br:1][C:2]1[CH:6]=[CH:5][S:4][C:3]=1[C:7]([NH2:26])=[O:9]. The yield is 0.525. (7) The reactants are [CH3:1][CH:2]([CH3:38])[CH:3]([NH2:37])[CH:4]1[CH:9]([O:10]CC2C=CC=CC=2)[CH:8]([O:18]CC2C=CC=CC=2)[CH:7]([O:26]CC2C=CC=CC=2)[CH:6]([CH2:34][CH:35]=[CH2:36])[O:5]1.Cl. The catalyst is C1COCC1.[Pd]. The product is [NH2:37][CH:3]([CH:4]1[CH:9]([OH:10])[CH:8]([OH:18])[CH:7]([OH:26])[CH:6]([CH2:34][CH2:35][CH3:36])[O:5]1)[CH:2]([CH3:38])[CH3:1]. The yield is 0.890. (8) The reactants are [Cl:1][C:2]1[N:7]=[C:6]2[CH2:8][C:9](=[O:11])[NH:10][C:5]2=[CH:4][CH:3]=1.[Cl:12][C:13]1[C:14]([F:21])=[C:15]([CH:18]=[CH:19][CH:20]=1)[CH:16]=O.N1CCCCC1. The catalyst is CO. The product is [Cl:1][C:2]1[N:7]=[C:6]2/[C:8](=[CH:16]/[C:15]3[CH:18]=[CH:19][CH:20]=[C:13]([Cl:12])[C:14]=3[F:21])/[C:9](=[O:11])[NH:10][C:5]2=[CH:4][CH:3]=1. The yield is 0.920.